From a dataset of Reaction yield outcomes from USPTO patents with 853,638 reactions. Predict the reaction yield, written as a fraction of the theoretical maximum amount of product (1.0 means a 100% yield; for example, 0.34 means a 34% yield). (1) The reactants are Br[C:2]1[C:10]2[C:5](=[CH:6][CH:7]=[CH:8][C:9]=2[N+:11]([O-:13])=[O:12])[N:4]([CH2:14][C:15]2[CH:20]=[CH:19][CH:18]=[C:17]([O:21][CH2:22][CH3:23])[N:16]=2)[N:3]=1.[C:24](=O)([O-])[O-].[K+].[K+].CB(O)O.O. The catalyst is O1CCOCC1.C1C=CC(/C=C/C(/C=C/C2C=CC=CC=2)=O)=CC=1.C1C=CC(/C=C/C(/C=C/C2C=CC=CC=2)=O)=CC=1.C1C=CC(/C=C/C(/C=C/C2C=CC=CC=2)=O)=CC=1.[Pd].[Pd]. The product is [CH2:22]([O:21][C:17]1[N:16]=[C:15]([CH2:14][N:4]2[C:5]3[C:10](=[C:9]([N+:11]([O-:13])=[O:12])[CH:8]=[CH:7][CH:6]=3)[C:2]([CH3:24])=[N:3]2)[CH:20]=[CH:19][CH:18]=1)[CH3:23]. The yield is 0.280. (2) The reactants are C(N(CC)CC)C.C([SiH](CC)CC)C.[CH2:15]([O:20][C:21]([N:23]1[C:27](=[O:28])[CH2:26][CH2:25][CH:24]1[C:29]([O:31]CC1C=CC=CC=1)=[O:30])=[O:22])[CH2:16][CH2:17][CH:18]=[CH2:19]. The catalyst is ClCCl.C([O-])(=O)C.[Pd+2].C([O-])(=O)C. The product is [CH2:15]([O:20][C:21]([N:23]1[C:27](=[O:28])[CH2:26][CH2:25][CH:24]1[C:29]([OH:31])=[O:30])=[O:22])[CH2:16][CH2:17][CH:18]=[CH2:19]. The yield is 0.850. (3) The catalyst is CO.[Ni].CO.C(Cl)Cl. The reactants are [CH2:1]([N:3]([CH2:20][CH3:21])[CH2:4][CH2:5][N:6]1[C:15]2[C:10](=[CH:11][C:12]([N+:16]([O-])=O)=[CH:13][CH:14]=2)[CH2:9][CH2:8][C:7]1=[O:19])[CH3:2].O.NN.N. The product is [NH2:16][C:12]1[CH:11]=[C:10]2[C:15](=[CH:14][CH:13]=1)[N:6]([CH2:5][CH2:4][N:3]([CH2:20][CH3:21])[CH2:1][CH3:2])[C:7](=[O:19])[CH2:8][CH2:9]2. The yield is 0.812. (4) The reactants are [CH:1](=[N:8]/[OH:9])\[C:2]1[CH:7]=[CH:6][CH:5]=[CH:4][CH:3]=1.[Cl:10]N1C(=O)CCC1=O. The catalyst is CN(C)C=O.O. The product is [OH:9]/[N:8]=[C:1](\[Cl:10])/[C:2]1[CH:7]=[CH:6][CH:5]=[CH:4][CH:3]=1. The yield is 0.980. (5) The reactants are [Br:1][C:2]1[CH:3]=[C:4]([C:12]([NH:14][C:15]2[C:16](Cl)=[N:17][C:18]([Cl:22])=[CH:19][C:20]=2[CH3:21])=[O:13])[C:5]([NH:8][CH:9]2[CH2:11][CH2:10]2)=[N:6][CH:7]=1.C[Si]([N-][Si](C)(C)C)(C)C.[Na+].C1COCC1. The catalyst is N1C=CC=CC=1. The product is [Br:1][C:2]1[CH:7]=[N:6][C:5]2[N:8]([CH:9]3[CH2:11][CH2:10]3)[C:16]3[N:17]=[C:18]([Cl:22])[CH:19]=[C:20]([CH3:21])[C:15]=3[NH:14][C:12](=[O:13])[C:4]=2[CH:3]=1. The yield is 0.330. (6) The reactants are OS(O)(=O)=O.[F:6][C:7]1[CH:8]=[C:9]([NH:13][C:14](=[O:21])[CH2:15][CH:16](OC)OC)[CH:10]=[CH:11][CH:12]=1. The catalyst is O. The product is [F:6][C:7]1[CH:8]=[C:9]2[C:10]([CH:16]=[CH:15][C:14](=[O:21])[NH:13]2)=[CH:11][CH:12]=1. The yield is 0.830.